From a dataset of Reaction yield outcomes from USPTO patents with 853,638 reactions. Predict the reaction yield, written as a fraction of the theoretical maximum amount of product (1.0 means a 100% yield; for example, 0.34 means a 34% yield). The yield is 0.255. The catalyst is CS(C)=O.O. The product is [F:17][C:2]1[C:11]2[C:6](=[CH:7][C:8]([O:13][CH3:14])=[C:9]([F:12])[CH:10]=2)[C:5]([O:15][CH3:16])=[CH:4][N:3]=1. The reactants are Cl[C:2]1[C:11]2[C:6](=[CH:7][C:8]([O:13][CH3:14])=[C:9]([F:12])[CH:10]=2)[C:5]([O:15][CH3:16])=[CH:4][N:3]=1.[F-:17].[Cs+].